From a dataset of Merck oncology drug combination screen with 23,052 pairs across 39 cell lines. Regression. Given two drug SMILES strings and cell line genomic features, predict the synergy score measuring deviation from expected non-interaction effect. (1) Drug 1: N.N.O=C(O)C1(C(=O)O)CCC1.[Pt]. Drug 2: N#Cc1ccc(Cn2cncc2CN2CCN(c3cccc(Cl)c3)C(=O)C2)cc1. Cell line: EFM192B. Synergy scores: synergy=-13.5. (2) Drug 1: O=S1(=O)NC2(CN1CC(F)(F)F)C1CCC2Cc2cc(C=CCN3CCC(C(F)(F)F)CC3)ccc2C1. Drug 2: CCC1=CC2CN(C1)Cc1c([nH]c3ccccc13)C(C(=O)OC)(c1cc3c(cc1OC)N(C)C1C(O)(C(=O)OC)C(OC(C)=O)C4(CC)C=CCN5CCC31C54)C2. Cell line: OVCAR3. Synergy scores: synergy=-16.8. (3) Drug 1: O=c1[nH]cc(F)c(=O)[nH]1. Drug 2: C=CCn1c(=O)c2cnc(Nc3ccc(N4CCN(C)CC4)cc3)nc2n1-c1cccc(C(C)(C)O)n1. Cell line: HT144. Synergy scores: synergy=6.07. (4) Drug 1: CN1C(=O)C=CC2(C)C3CCC4(C)C(NC(=O)OCC(F)(F)F)CCC4C3CCC12. Drug 2: CCc1cnn2c(NCc3ccc[n+]([O-])c3)cc(N3CCCCC3CCO)nc12. Cell line: HT29. Synergy scores: synergy=7.56. (5) Drug 1: CC1CC2C3CCC4=CC(=O)C=CC4(C)C3(F)C(O)CC2(C)C1(O)C(=O)CO. Drug 2: C#Cc1cccc(Nc2ncnc3cc(OCCOC)c(OCCOC)cc23)c1. Cell line: NCIH520. Synergy scores: synergy=-0.161.